This data is from Full USPTO retrosynthesis dataset with 1.9M reactions from patents (1976-2016). The task is: Predict the reactants needed to synthesize the given product. (1) The reactants are: Cl.[NH2:2][N:3]1[C:12]2[N:11]=[C:10]([N:13]3[CH:17]=[CH:16][N:15]=[C:14]3[C:18]3[CH:23]=[CH:22][CH:21]=[CH:20][CH:19]=3)[N:9]=[CH:8][C:7]=2[N:6]([CH3:24])[C:5](=[O:25])[CH:4]1[CH2:26][CH3:27].Br[CH2:29][CH2:30][CH2:31][CH2:32]Br.C(=O)([O-])[O-].[K+].[K+]. Given the product [CH2:26]([CH:4]1[N:3]([N:2]2[CH2:32][CH2:31][CH2:30][CH2:29]2)[C:12]2[N:11]=[C:10]([N:13]3[CH:17]=[CH:16][N:15]=[C:14]3[C:18]3[CH:23]=[CH:22][CH:21]=[CH:20][CH:19]=3)[N:9]=[CH:8][C:7]=2[N:6]([CH3:24])[C:5]1=[O:25])[CH3:27], predict the reactants needed to synthesize it. (2) Given the product [O:1]([C:8]1[CH:25]=[CH:24][CH:23]=[C:10]2[C:9]=1[CH:48]([OH:49])[N:13]([C:14]([CH3:15])([C:16]1[CH:17]=[CH:18][CH:19]=[CH:20][CH:21]=1)[CH3:22])[C:11]2=[O:12])[C:2]1[CH:3]=[CH:4][CH:5]=[CH:6][CH:7]=1, predict the reactants needed to synthesize it. The reactants are: [O:1]([C:8]1[CH:9]=[C:10]([CH:23]=[CH:24][CH:25]=1)[C:11]([NH:13][C:14]([CH3:22])([C:16]1[CH:21]=[CH:20][CH:19]=[CH:18][CH:17]=1)[CH3:15])=[O:12])[C:2]1[CH:7]=[CH:6][CH:5]=[CH:4][CH:3]=1.CN(CCN(C)C)C.C([Li])(CC)C.CCCCCC.CN([CH:48]=[O:49])C. (3) Given the product [Br-:22].[OH:9][C:8]([C:16]1[CH:21]=[CH:20][CH:19]=[CH:18][CH:17]=1)([C:10]1[CH:15]=[CH:14][CH:13]=[CH:12][CH:11]=1)[C:4]12[CH2:7][N+:1]([CH2:23][CH2:24][CH2:25][O:26][C:27]3[CH:32]=[CH:31][CH:30]=[CH:29][CH:28]=3)([CH2:6][CH2:5]1)[CH2:2][CH2:3]2, predict the reactants needed to synthesize it. The reactants are: [N:1]12[CH2:7][C:4]([C:8]([C:16]3[CH:21]=[CH:20][CH:19]=[CH:18][CH:17]=3)([C:10]3[CH:15]=[CH:14][CH:13]=[CH:12][CH:11]=3)[OH:9])([CH2:5][CH2:6]1)[CH2:3][CH2:2]2.[Br:22][CH2:23][CH2:24][CH2:25][O:26][C:27]1[CH:32]=[CH:31][C:30](Br)=[CH:29][CH:28]=1. (4) Given the product [Cl:1][C:2]1[CH:10]=[CH:9][C:8]2[N:7](/[CH:34]=[C:35](/[C:37]3[CH:42]=[CH:41][C:40]([F:43])=[CH:39][CH:38]=3)\[CH3:36])[C:6]3[CH2:11][CH2:12][N:13]([CH3:15])[CH2:14][C:5]=3[C:4]=2[C:3]=1[Cl:16], predict the reactants needed to synthesize it. The reactants are: [Cl:1][C:2]1[CH:10]=[CH:9][C:8]2[NH:7][C:6]3[CH2:11][CH2:12][N:13]([CH3:15])[CH2:14][C:5]=3[C:4]=2[C:3]=1[Cl:16].N1CCC[C@H]1C(O)=O.P([O-])([O-])([O-])=O.[K+].[K+].[K+].Br[CH:34]=[C:35]([C:37]1[CH:42]=[CH:41][C:40]([F:43])=[CH:39][CH:38]=1)[CH3:36]. (5) The reactants are: [Na+].[CH:2]([N:5]1[C:9]([C:10]2[CH:15]=[CH:14][N:13]=[C:12]([NH:16][C:17]3[CH:25]=[CH:24][C:20]([C:21]([O-])=[O:22])=[CH:19][CH:18]=3)[N:11]=2)=[CH:8][N:7]=[C:6]1[CH3:26])([CH3:4])[CH3:3].CN(C(ON1N=[N:42][C:37]2[CH:38]=[CH:39][CH:40]=[CH:41]C1=2)=[N+](C)C)C.F[P-](F)(F)(F)(F)F.Cl.[CH3:52][N:53](C=O)C. Given the product [NH2:53][CH2:52][CH:39]1[CH2:38][CH2:37][N:42]([C:21]([C:20]2[CH:24]=[CH:25][C:17]([NH:16][C:12]3[N:11]=[C:10]([C:9]4[N:5]([CH:2]([CH3:3])[CH3:4])[C:6]([CH3:26])=[N:7][CH:8]=4)[CH:15]=[CH:14][N:13]=3)=[CH:18][CH:19]=2)=[O:22])[CH2:41][CH2:40]1, predict the reactants needed to synthesize it. (6) Given the product [Cl:18][C:7]1[N:8]=[C:9]([N:12]2[CH2:17][CH2:16][O:15][CH2:14][CH2:13]2)[C:10]2[S:11][C:3]([CH2:2][N:24]3[CH2:23][C@H:22]([CH3:26])[NH:21][C@H:20]([CH3:19])[CH2:25]3)=[CH:4][C:5]=2[N:6]=1, predict the reactants needed to synthesize it. The reactants are: Br[CH2:2][C:3]1[S:11][C:10]2[C:9]([N:12]3[CH2:17][CH2:16][O:15][CH2:14][CH2:13]3)=[N:8][C:7]([Cl:18])=[N:6][C:5]=2[CH:4]=1.[CH3:19][C@H:20]1[CH2:25][NH:24][CH2:23][C@@H:22]([CH3:26])[NH:21]1.C(=O)([O-])[O-].[K+].[K+]. (7) Given the product [CH3:32][N:2]([CH3:1])[C:3]1[C:27]([C:28]([F:29])([F:30])[F:31])=[CH:26][C:6]2[NH:7][C:8](=[O:25])[CH2:9][C:10]([C:12]3[CH:17]=[CH:16][CH:15]=[C:14]([C:18]4[O:22][N:21]=[C:20]([CH2:23][N:37]5[CH2:41][CH2:40][CH2:39][CH2:38]5)[CH:19]=4)[CH:13]=3)=[N:11][C:5]=2[CH:4]=1, predict the reactants needed to synthesize it. The reactants are: [CH3:1][N:2]([CH3:32])[C:3]1[C:27]([C:28]([F:31])([F:30])[F:29])=[CH:26][C:6]2[NH:7][C:8](=[O:25])[CH2:9][C:10]([C:12]3[CH:17]=[CH:16][CH:15]=[C:14]([C:18]4[O:22][N:21]=[C:20]([CH2:23]O)[CH:19]=4)[CH:13]=3)=[N:11][C:5]=2[CH:4]=1.O=S(Cl)Cl.[NH:37]1[CH2:41][CH2:40][CH2:39][CH2:38]1.